This data is from TCR-epitope binding with 47,182 pairs between 192 epitopes and 23,139 TCRs. The task is: Binary Classification. Given a T-cell receptor sequence (or CDR3 region) and an epitope sequence, predict whether binding occurs between them. (1) The epitope is FTYASALWEI. The TCR CDR3 sequence is CATSDSDSLKETQYF. Result: 0 (the TCR does not bind to the epitope). (2) The epitope is KPLEFGATSAAL. The TCR CDR3 sequence is CASSFRDYGNYEQYF. Result: 0 (the TCR does not bind to the epitope). (3) The epitope is GILGFVFTL. The TCR CDR3 sequence is CASSIRSVYEQYF. Result: 1 (the TCR binds to the epitope). (4) The epitope is RLRPGGKKR. The TCR CDR3 sequence is CASSQDGDQGDYEQYF. Result: 0 (the TCR does not bind to the epitope).